Regression. Given two drug SMILES strings and cell line genomic features, predict the synergy score measuring deviation from expected non-interaction effect. From a dataset of NCI-60 drug combinations with 297,098 pairs across 59 cell lines. (1) Synergy scores: CSS=13.8, Synergy_ZIP=0.427, Synergy_Bliss=4.67, Synergy_Loewe=1.71, Synergy_HSA=1.75. Cell line: K-562. Drug 1: C1CCC(C1)C(CC#N)N2C=C(C=N2)C3=C4C=CNC4=NC=N3. Drug 2: C1=NC2=C(N=C(N=C2N1C3C(C(C(O3)CO)O)O)F)N. (2) Drug 1: CC12CCC3C(C1CCC2O)C(CC4=C3C=CC(=C4)O)CCCCCCCCCS(=O)CCCC(C(F)(F)F)(F)F. Drug 2: COC1=NC(=NC2=C1N=CN2C3C(C(C(O3)CO)O)O)N. Cell line: NCI/ADR-RES. Synergy scores: CSS=-1.15, Synergy_ZIP=2.02, Synergy_Bliss=2.10, Synergy_Loewe=-1.63, Synergy_HSA=-2.84. (3) Drug 1: CN(C(=O)NC(C=O)C(C(C(CO)O)O)O)N=O. Drug 2: N.N.Cl[Pt+2]Cl. Cell line: CCRF-CEM. Synergy scores: CSS=40.9, Synergy_ZIP=-0.0774, Synergy_Bliss=1.68, Synergy_Loewe=-15.8, Synergy_HSA=2.40. (4) Drug 1: CC1OCC2C(O1)C(C(C(O2)OC3C4COC(=O)C4C(C5=CC6=C(C=C35)OCO6)C7=CC(=C(C(=C7)OC)O)OC)O)O. Drug 2: CC1C(C(CC(O1)OC2CC(CC3=C2C(=C4C(=C3O)C(=O)C5=C(C4=O)C(=CC=C5)OC)O)(C(=O)C)O)N)O.Cl. Cell line: SK-MEL-5. Synergy scores: CSS=34.3, Synergy_ZIP=6.75, Synergy_Bliss=11.3, Synergy_Loewe=8.49, Synergy_HSA=10.7. (5) Drug 1: C1=C(C(=O)NC(=O)N1)F. Drug 2: CC12CCC3C(C1CCC2O)C(CC4=C3C=CC(=C4)O)CCCCCCCCCS(=O)CCCC(C(F)(F)F)(F)F. Cell line: HL-60(TB). Synergy scores: CSS=24.4, Synergy_ZIP=-24.6, Synergy_Bliss=-36.7, Synergy_Loewe=-37.9, Synergy_HSA=-37.3. (6) Drug 1: CC1=C(C(CCC1)(C)C)C=CC(=CC=CC(=CC(=O)O)C)C. Drug 2: CC1=C2C(C(=O)C3(C(CC4C(C3C(C(C2(C)C)(CC1OC(=O)C(C(C5=CC=CC=C5)NC(=O)C6=CC=CC=C6)O)O)OC(=O)C7=CC=CC=C7)(CO4)OC(=O)C)O)C)OC(=O)C. Cell line: RXF 393. Synergy scores: CSS=22.4, Synergy_ZIP=5.97, Synergy_Bliss=11.6, Synergy_Loewe=7.46, Synergy_HSA=13.1. (7) Drug 1: C1CN1P(=S)(N2CC2)N3CC3. Drug 2: C1=CC=C(C(=C1)C(C2=CC=C(C=C2)Cl)C(Cl)Cl)Cl. Cell line: OVCAR-8. Synergy scores: CSS=14.1, Synergy_ZIP=-5.89, Synergy_Bliss=0.548, Synergy_Loewe=-12.9, Synergy_HSA=0.233. (8) Drug 1: C1CC2CC3=C(CC1C24CN(S(=O)(=O)N4)CC(F)(F)F)C=CC(=C3)C=CCN5CCC(CC5)C(F)(F)F. Drug 2: C1CCC(C(C1)[NH-])[NH-].C(=O)(C(=O)[O-])[O-].[Pt+4]. Cell line: OVCAR3. Synergy scores: CSS=24.8, Synergy_ZIP=-8.40, Synergy_Bliss=-3.70, Synergy_Loewe=0.645, Synergy_HSA=4.17. (9) Drug 1: CS(=O)(=O)CCNCC1=CC=C(O1)C2=CC3=C(C=C2)N=CN=C3NC4=CC(=C(C=C4)OCC5=CC(=CC=C5)F)Cl. Drug 2: C1CN(CCN1C(=O)CCBr)C(=O)CCBr. Cell line: SNB-75. Synergy scores: CSS=25.7, Synergy_ZIP=-6.14, Synergy_Bliss=-0.539, Synergy_Loewe=2.52, Synergy_HSA=3.05.